From a dataset of Cav3 T-type calcium channel HTS with 100,875 compounds. Binary Classification. Given a drug SMILES string, predict its activity (active/inactive) in a high-throughput screening assay against a specified biological target. (1) The compound is O1C2(OCC1)CCN(CC2)c1n2nc(cc2nc(c1)c1ccccc1)c1ccc(cc1)C. The result is 0 (inactive). (2) The molecule is OC(=O)C=1CNCCC1. The result is 0 (inactive). (3) The molecule is O=C1NCCNC1CC(=O)Nc1cc2OCOc2cc1. The result is 0 (inactive).